The task is: Predict the reaction yield, written as a fraction of the theoretical maximum amount of product (1.0 means a 100% yield; for example, 0.34 means a 34% yield).. This data is from Reaction yield outcomes from USPTO patents with 853,638 reactions. (1) The reactants are [CH3:1][O:2][C:3]1[CH:4]=[C:5]2[C:10](=[CH:11][C:12]=1[O:13][CH3:14])[N:9]=[CH:8][N:7]=[C:6]2[O:15][C:16]1[CH:17]=[C:18]2[C:23](=[CH:24][CH:25]=1)[C:22]([C:26](O)=[O:27])=[CH:21][CH:20]=[CH:19]2.[NH2:29][CH2:30][C:31]1[CH:32]=[C:33]([CH:44]=[CH:45][CH:46]=1)[C:34]([NH:36][C:37]1[CH:42]=[CH:41][CH:40]=[CH:39][C:38]=1[NH2:43])=[O:35]. No catalyst specified. The product is [NH2:43][C:38]1[CH:39]=[CH:40][CH:41]=[CH:42][C:37]=1[NH:36][C:34]([C:33]1[CH:32]=[C:31]([CH:46]=[CH:45][CH:44]=1)[CH2:30][NH:29][C:26]([C:22]1[C:23]2[C:18](=[CH:17][C:16]([O:15][C:6]3[C:5]4[C:10](=[CH:11][C:12]([O:13][CH3:14])=[C:3]([O:2][CH3:1])[CH:4]=4)[N:9]=[CH:8][N:7]=3)=[CH:25][CH:24]=2)[CH:19]=[CH:20][CH:21]=1)=[O:27])=[O:35]. The yield is 0.810. (2) The reactants are [NH:1]1[CH2:6][CH2:5][CH2:4][CH2:3][CH2:2]1.[C:7]1(=O)[CH2:12][CH2:11][C:10](=[O:13])[CH2:9][CH2:8]1. The catalyst is C(O)C. The product is [OH:13][C:10]1[CH:11]=[CH:12][C:7]([N:1]2[CH2:6][CH2:5][CH2:4][CH2:3][CH2:2]2)=[CH:8][CH:9]=1. The yield is 0.537.